From a dataset of Full USPTO retrosynthesis dataset with 1.9M reactions from patents (1976-2016). Predict the reactants needed to synthesize the given product. (1) Given the product [C:6]([OH:8])(=[O:7])[C@H:5]([CH3:4])[OH:31].[CH2:35]([OH:79])[C@H:36]1[O:41][C@@H:40]([O:42][C@H:43]2[C@H:48]([OH:49])[C@@H:47]([OH:50])[C@H:46]([O:51][C@H:52]3[C@H:57]([OH:58])[C@@H:56]([OH:59])[CH:55]([OH:60])[O:54][C@@H:53]3[CH2:72][OH:73])[O:45][C@@H:44]2[CH2:74][OH:75])[C@H:39]([OH:76])[C@@H:38]([OH:77])[C@@H:37]1[OH:78].[CH2:35]([OH:79])[C@H:36]1[O:41][C@@H:40]([O:42][C@H:43]2[C@H:48]([OH:49])[C@@H:47]([OH:50])[C@H:46]([O:51][C@H:52]3[C@H:57]([OH:58])[C@@H:56]([OH:59])[C@H:55]([O:60][C@H:61]4[C@H:66]([OH:67])[C@@H:65]([OH:68])[CH:64]([OH:69])[O:63][C@@H:62]4[CH2:70][OH:71])[O:54][C@@H:53]3[CH2:72][OH:73])[O:45][C@@H:44]2[CH2:74][OH:75])[C@H:39]([OH:76])[C@@H:38]([OH:77])[C@@H:37]1[OH:78], predict the reactants needed to synthesize it. The reactants are: C(O)[C@H]1[O:7][C@@H:6]([O:8][C@H]2[C@H:4](O)[C@@H:5]([OH:31])[C@H:6]([O:8][C@H]3[C@H:4](O)[C@@H:5]([OH:31])[CH:6]([OH:8])[O:7][C@@H]3CO)[O:7][C@@H]2CO)[C@H:5]([OH:31])[C@@H:4](O)[C@@H]1O.[CH2:35]([OH:79])[C@H:36]1[O:41][C@@H:40]([O:42][C@H:43]2[C@H:48]([OH:49])[C@@H:47]([OH:50])[C@H:46]([O:51][C@H:52]3[C@H:57]([OH:58])[C@@H:56]([OH:59])[C@H:55]([O:60][C@H:61]4[C@H:66]([OH:67])[C@@H:65]([OH:68])[CH:64]([OH:69])[O:63][C@@H:62]4[CH2:70][OH:71])[O:54][C@@H:53]3[CH2:72][OH:73])[O:45][C@@H:44]2[CH2:74][OH:75])[C@H:39]([OH:76])[C@@H:38]([OH:77])[C@@H:37]1[OH:78]. (2) Given the product [CH2:1]([O:5][C:6]1[C:14]([O:15][CH3:16])=[CH:13][CH:12]=[CH:11][C:7]=1[CH2:8][N:24]([CH3:22])[C:17](=[O:20])[CH:18]=[CH2:19])[CH:2]([CH3:3])[CH3:4], predict the reactants needed to synthesize it. The reactants are: [CH2:1]([O:5][C:6]1[C:14]([O:15][CH3:16])=[CH:13][CH:12]=[CH:11][C:7]=1[CH2:8]CN)[CH:2]([CH3:4])[CH3:3].[C:17](Cl)(=[O:20])[CH:18]=[CH2:19].[CH2:22]([N:24](CC)CC)C. (3) The reactants are: [CH3:1][NH:2][C:3]([C:5]1[CH:10]=[C:9]([O:11][C:12]2[CH:13]=[CH:14][C:15]3[O:19][C@@H:18]4[C@@H:20]([NH:21]C(=O)OC(C)(C)C)[C@@H:17]4[C:16]=3[CH:29]=2)[CH:8]=[CH:7][N:6]=1)=[O:4].[ClH:30].CC(=O)OCC. Given the product [ClH:30].[NH2:21][C@H:20]1[C@H:17]2[C@@H:18]1[O:19][C:15]1[CH:14]=[CH:13][C:12]([O:11][C:9]3[CH:8]=[CH:7][N:6]=[C:5]([C:3]([NH:2][CH3:1])=[O:4])[CH:10]=3)=[CH:29][C:16]=12, predict the reactants needed to synthesize it. (4) Given the product [S:7]1[CH:11]=[CH:10][CH:9]=[C:8]1[C:2]1[S:3][CH:4]=[CH:5][N:6]=1, predict the reactants needed to synthesize it. The reactants are: Br[C:2]1[S:3][CH:4]=[CH:5][N:6]=1.[S:7]1[CH:11]=[CH:10][CH:9]=[C:8]1B(O)O.C(=O)([O-])[O-].[Na+].[Na+]. (5) The reactants are: [CH2:1]([O:8][CH2:9][C@@H:10]1[O:28][CH2:27][C:13]2([C:29]3[CH:34]=[C:33](Br)[C:32]([F:36])=[CH:31][C:30]=3[F:37])[N:14]=[C:15]([NH:18][C:19](=[O:26])[C:20]3[CH:25]=[CH:24][CH:23]=[CH:22][CH:21]=3)[S:16][CH2:17][CH:12]2[CH2:11]1)[C:2]1[CH:7]=[CH:6][CH:5]=[CH:4][CH:3]=1.[CH3:38][N:39](C)C=O. Given the product [CH2:1]([O:8][CH2:9][C@@H:10]1[O:28][CH2:27][C:13]2([C:29]3[CH:34]=[C:33]([C:38]#[N:39])[C:32]([F:36])=[CH:31][C:30]=3[F:37])[N:14]=[C:15]([NH:18][C:19](=[O:26])[C:20]3[CH:25]=[CH:24][CH:23]=[CH:22][CH:21]=3)[S:16][CH2:17][CH:12]2[CH2:11]1)[C:2]1[CH:7]=[CH:6][CH:5]=[CH:4][CH:3]=1, predict the reactants needed to synthesize it.